Task: Regression. Given a peptide amino acid sequence and an MHC pseudo amino acid sequence, predict their binding affinity value. This is MHC class II binding data.. Dataset: Peptide-MHC class II binding affinity with 134,281 pairs from IEDB (1) The peptide sequence is TAAATAPADDKFTVF. The MHC is DRB1_0401 with pseudo-sequence DRB1_0401. The binding affinity (normalized) is 0.0973. (2) The MHC is HLA-DQA10501-DQB10301 with pseudo-sequence HLA-DQA10501-DQB10301. The peptide sequence is DLKYTYAFTKKVK. The binding affinity (normalized) is 0.177. (3) The peptide sequence is AFKVAATAANIAPAN. The MHC is DRB1_1001 with pseudo-sequence DRB1_1001. The binding affinity (normalized) is 0.899. (4) The peptide sequence is ECGGILQAYDLRDAP. The MHC is DRB1_0301 with pseudo-sequence DRB1_0301. The binding affinity (normalized) is 0.419. (5) The peptide sequence is VLAVGPAYSAHCIGI. The MHC is DRB1_1101 with pseudo-sequence DRB1_1101. The binding affinity (normalized) is 0. (6) The peptide sequence is YANYRDIDLGRNEVV. The MHC is DRB3_0101 with pseudo-sequence DRB3_0101. The binding affinity (normalized) is 0.583. (7) The peptide sequence is VFGYRKPLDNIKDNV. The MHC is DRB1_0404 with pseudo-sequence DRB1_0404. The binding affinity (normalized) is 0.169. (8) The peptide sequence is ALTKAITAMSEVQKV. The MHC is HLA-DQA10401-DQB10402 with pseudo-sequence HLA-DQA10401-DQB10402. The binding affinity (normalized) is 0.252. (9) The peptide sequence is KPPFSGMTGCGNTPI. The MHC is HLA-DQA10501-DQB10201 with pseudo-sequence HLA-DQA10501-DQB10201. The binding affinity (normalized) is 0.0640. (10) The peptide sequence is TIKAERTEQKDFDGR. The MHC is DRB1_1201 with pseudo-sequence DRB1_1201. The binding affinity (normalized) is 0.